Dataset: CYP3A4 inhibition data for predicting drug metabolism from PubChem BioAssay. Task: Regression/Classification. Given a drug SMILES string, predict its absorption, distribution, metabolism, or excretion properties. Task type varies by dataset: regression for continuous measurements (e.g., permeability, clearance, half-life) or binary classification for categorical outcomes (e.g., BBB penetration, CYP inhibition). Dataset: cyp3a4_veith. (1) The compound is CN(Cc1ccco1)c1ccnc(-c2cccc(NS(C)(=O)=O)c2)n1. The result is 1 (inhibitor). (2) The drug is N#CC(=NCCO)C1=C(O)c2ccccc2C1=O. The result is 0 (non-inhibitor). (3) The compound is O=C(O)c1ccccc1CN1CCC[C@@H](C(=O)O)C1. The result is 0 (non-inhibitor). (4) The compound is OCCSCc1ccccc1. The result is 0 (non-inhibitor). (5) The compound is COc1cccc(-c2cncnc2NCCc2cnc[nH]2)c1. The result is 1 (inhibitor). (6) The result is 1 (inhibitor). The molecule is CNc1cc(CSC)nc(SCc2ccc(Cl)c(Cl)c2)n1. (7) The compound is Cc1ccc(/C=C/c2ccc(=O)n(Cc3ccc(Cl)cc3Cl)n2)cc1. The result is 0 (non-inhibitor). (8) The molecule is N=C(N)c1ccccc1. The result is 0 (non-inhibitor). (9) The compound is CC(C)NC[C@H](O)COc1cccc2[nH]ccc12. The result is 0 (non-inhibitor).